From a dataset of Forward reaction prediction with 1.9M reactions from USPTO patents (1976-2016). Predict the product of the given reaction. (1) Given the reactants [CH2:1]([O:3][C:4]([C:6]1[N:7]=[N:8][C:9]([Cl:13])=[CH:10][C:11]=1Cl)=[O:5])[CH3:2].[CH3:14][N:15]1[C:19]2=[N:20][C:21]([NH2:24])=[CH:22][CH:23]=[C:18]2[CH:17]=[CH:16]1, predict the reaction product. The product is: [CH2:1]([O:3][C:4]([C:6]1[N:7]=[N:8][C:9]([Cl:13])=[CH:10][C:11]=1[NH:24][C:21]1[N:20]=[C:19]2[N:15]([CH3:14])[CH:16]=[CH:17][C:18]2=[CH:23][CH:22]=1)=[O:5])[CH3:2]. (2) Given the reactants FC(F)(F)C(O)=O.[F:8][C:9]1[CH:10]=[C:11]([CH2:16][C@H:17]([NH:35]C(=O)OCC2C=CC=CC=2)[C@H:18]([OH:34])[CH2:19][NH:20][CH2:21][C:22]2[CH:27]=[C:26]([CH3:28])[CH:25]=[CH:24][C:23]=2[CH2:29][CH2:30][CH2:31][CH:32]=[CH2:33])[CH:12]=[C:13]([F:15])[CH:14]=1.O.[OH-].[Ba+2].[OH-], predict the reaction product. The product is: [NH2:35][C@@H:17]([CH2:16][C:11]1[CH:12]=[C:13]([F:15])[CH:14]=[C:9]([F:8])[CH:10]=1)[C@H:18]([OH:34])[CH2:19][NH:20][CH2:21][C:22]1[CH:27]=[C:26]([CH3:28])[CH:25]=[CH:24][C:23]=1[CH2:29][CH2:30][CH2:31][CH:32]=[CH2:33]. (3) The product is: [C:3]([C:5]1[NH:16][C:8]2=[N:9][CH:10]=[C:11]([N+:13]([O-:15])=[O:14])[CH:12]=[C:7]2[CH:6]=1)#[CH:4]. Given the reactants [OH-].[Na+].[C:3]([C:5]1[N:16](S(C2C=CC=CC=2)(=O)=O)[C:8]2=[N:9][CH:10]=[C:11]([N+:13]([O-:15])=[O:14])[CH:12]=[C:7]2[CH:6]=1)#[CH:4].O.C(OCC)(=O)C, predict the reaction product. (4) Given the reactants [Cl:1][C:2]1[N:7]=[C:6]([N:8]([CH3:23])[C:9]2[CH:22]=[CH:21][C:12]3[N:13]([CH3:20])[C:14]([NH:16][CH:17]([CH3:19])[CH3:18])=[N:15][C:11]=3[CH:10]=2)[CH:5]=[CH:4][N:3]=1.[CH3:24][NH:25][S:26]([CH2:29][CH2:30][C:31]1[CH:36]=[CH:35][C:34]([NH2:37])=[CH:33][CH:32]=1)(=[O:28])=[O:27], predict the reaction product. The product is: [ClH:1].[CH3:24][NH:25][S:26]([CH2:29][CH2:30][C:31]1[CH:32]=[CH:33][C:34]([NH:37][C:2]2[N:7]=[C:6]([N:8]([C:9]3[CH:22]=[CH:21][C:12]4[N:13]([CH3:20])[C:14]([NH:16][CH:17]([CH3:19])[CH3:18])=[N:15][C:11]=4[CH:10]=3)[CH3:23])[CH:5]=[CH:4][N:3]=2)=[CH:35][CH:36]=1)(=[O:27])=[O:28].